Dataset: hERG Central: cardiac toxicity at 1µM, 10µM, and general inhibition. Task: Predict hERG channel inhibition at various concentrations. (1) The compound is Cc1cnc(C)c(N2CCN(C(=O)C3CCC(=O)N(CCc4cccc(F)c4)C3)CC2)n1. Results: hERG_inhib (hERG inhibition (general)): blocker. (2) The compound is O=C(NCCc1nc2ccccc2[nH]1)/C(=C/c1ccc2c(c1)OCO2)NC(=O)c1ccccc1Cl. Results: hERG_inhib (hERG inhibition (general)): blocker. (3) The molecule is COc1ccc2cc3cc(C(=O)NCCCN4CCC(C)CC4)oc3nc2c1. Results: hERG_inhib (hERG inhibition (general)): blocker.